Regression. Given a peptide amino acid sequence and an MHC pseudo amino acid sequence, predict their binding affinity value. This is MHC class II binding data. From a dataset of Peptide-MHC class II binding affinity with 134,281 pairs from IEDB. (1) The MHC is DRB3_0202 with pseudo-sequence DRB3_0202. The binding affinity (normalized) is 0.0511. The peptide sequence is ELKESWGAIWRIDTP. (2) The peptide sequence is NSGGGVEGIGLQYLG. The MHC is DRB1_0901 with pseudo-sequence DRB1_0901. The binding affinity (normalized) is 0.282. (3) The peptide sequence is LWSPRERLVLTLGAA. The MHC is HLA-DQA10601-DQB10402 with pseudo-sequence HLA-DQA10601-DQB10402. The binding affinity (normalized) is 0.409. (4) The peptide sequence is MAVHQYTVALFLAVA. The MHC is DRB1_1101 with pseudo-sequence DRB1_1101. The binding affinity (normalized) is 0.146. (5) The peptide sequence is PGESRHTSDHMSIYK. The MHC is HLA-DQA10101-DQB10501 with pseudo-sequence HLA-DQA10101-DQB10501. The binding affinity (normalized) is 0. (6) The peptide sequence is SQDLELSWTLNGLQAY. The MHC is HLA-DQA10101-DQB10501 with pseudo-sequence HLA-DQA10101-DQB10501. The binding affinity (normalized) is 0.762.